This data is from NCI-60 drug combinations with 297,098 pairs across 59 cell lines. The task is: Regression. Given two drug SMILES strings and cell line genomic features, predict the synergy score measuring deviation from expected non-interaction effect. (1) Drug 1: CC1=C2C(C(=O)C3(C(CC4C(C3C(C(C2(C)C)(CC1OC(=O)C(C(C5=CC=CC=C5)NC(=O)OC(C)(C)C)O)O)OC(=O)C6=CC=CC=C6)(CO4)OC(=O)C)OC)C)OC. Drug 2: C1=NC2=C(N1)C(=S)N=C(N2)N. Cell line: T-47D. Synergy scores: CSS=30.4, Synergy_ZIP=-2.12, Synergy_Bliss=-2.22, Synergy_Loewe=-3.13, Synergy_HSA=2.07. (2) Drug 1: CC1=C2C(C(=O)C3(C(CC4C(C3C(C(C2(C)C)(CC1OC(=O)C(C(C5=CC=CC=C5)NC(=O)OC(C)(C)C)O)O)OC(=O)C6=CC=CC=C6)(CO4)OC(=O)C)O)C)O. Drug 2: CC=C1C(=O)NC(C(=O)OC2CC(=O)NC(C(=O)NC(CSSCCC=C2)C(=O)N1)C(C)C)C(C)C. Cell line: DU-145. Synergy scores: CSS=22.7, Synergy_ZIP=-1.54, Synergy_Bliss=-5.36, Synergy_Loewe=-31.6, Synergy_HSA=-3.85. (3) Drug 1: CC=C1C(=O)NC(C(=O)OC2CC(=O)NC(C(=O)NC(CSSCCC=C2)C(=O)N1)C(C)C)C(C)C. Drug 2: COCCOC1=C(C=C2C(=C1)C(=NC=N2)NC3=CC=CC(=C3)C#C)OCCOC.Cl. Cell line: TK-10. Synergy scores: CSS=68.8, Synergy_ZIP=1.52, Synergy_Bliss=1.94, Synergy_Loewe=6.14, Synergy_HSA=7.54. (4) Drug 1: CN(C)C1=NC(=NC(=N1)N(C)C)N(C)C. Drug 2: CCCCC(=O)OCC(=O)C1(CC(C2=C(C1)C(=C3C(=C2O)C(=O)C4=C(C3=O)C=CC=C4OC)O)OC5CC(C(C(O5)C)O)NC(=O)C(F)(F)F)O. Cell line: CCRF-CEM. Synergy scores: CSS=-2.97, Synergy_ZIP=3.28, Synergy_Bliss=1.36, Synergy_Loewe=-1.47, Synergy_HSA=-1.57.